This data is from Full USPTO retrosynthesis dataset with 1.9M reactions from patents (1976-2016). The task is: Predict the reactants needed to synthesize the given product. (1) Given the product [CH:1]([C:3]1[C:4]([C:8]([O:10][CH2:11][CH3:12])=[O:9])=[N:5][N:6]([C:19]([C:13]2[CH:18]=[CH:17][CH:16]=[CH:15][CH:14]=2)([C:27]2[CH:28]=[CH:29][CH:30]=[CH:31][CH:32]=2)[C:21]2[CH:22]=[CH:23][CH:24]=[CH:25][CH:26]=2)[CH:7]=1)=[O:2], predict the reactants needed to synthesize it. The reactants are: [CH:1]([C:3]1[C:4]([C:8]([O:10][CH2:11][CH3:12])=[O:9])=[N:5][NH:6][CH:7]=1)=[O:2].[C:13]1([C:19]([C:27]2[CH:32]=[CH:31][CH:30]=[CH:29][CH:28]=2)([C:21]2[CH:26]=[CH:25][CH:24]=[CH:23][CH:22]=2)Cl)[CH:18]=[CH:17][CH:16]=[CH:15][CH:14]=1.C(N(CC)CC)C.ClCCl. (2) Given the product [Cl:1][C:2]1[CH:19]=[C:18]([F:20])[C:17]([N:21]2[C:26](=[O:27])[CH:25]=[C:24]([C:28]([F:31])([F:30])[F:29])[N:23]([CH3:32])[C:22]2=[O:33])=[CH:16][C:3]=1[O:4][C:5]1[C:6](=[O:11])[NH:7][CH:8]=[CH:9][CH:10]=1, predict the reactants needed to synthesize it. The reactants are: [Cl:1][C:2]1[CH:19]=[C:18]([F:20])[C:17]([N:21]2[C:26](=[O:27])[CH:25]=[C:24]([C:28]([F:31])([F:30])[F:29])[N:23]([CH3:32])[C:22]2=[O:33])=[CH:16][C:3]=1[O:4][C:5]1(S(C)(=O)=O)[CH2:10][CH:9]=[CH:8][NH:7][C:6]1=[O:11].